This data is from Peptide-MHC class I binding affinity with 185,985 pairs from IEDB/IMGT. The task is: Regression. Given a peptide amino acid sequence and an MHC pseudo amino acid sequence, predict their binding affinity value. This is MHC class I binding data. (1) The peptide sequence is GLESIEQNLT. The binding affinity (normalized) is 0.328. The MHC is HLA-A68:02 with pseudo-sequence HLA-A68:02. (2) The MHC is HLA-B46:01 with pseudo-sequence HLA-B46:01. The peptide sequence is IGDKPTCLV. The binding affinity (normalized) is 0.0847. (3) The peptide sequence is VFLPNTHNL. The MHC is HLA-B27:05 with pseudo-sequence HLA-B27:05. The binding affinity (normalized) is 0.0847. (4) The peptide sequence is ALKRAQSEL. The MHC is HLA-A02:06 with pseudo-sequence HLA-A02:06. The binding affinity (normalized) is 0. (5) The peptide sequence is MWLGARFLEF. The binding affinity (normalized) is 0.786. The MHC is HLA-A24:02 with pseudo-sequence HLA-A24:02.